This data is from Retrosynthesis with 50K atom-mapped reactions and 10 reaction types from USPTO. The task is: Predict the reactants needed to synthesize the given product. (1) Given the product CC(C)(C)c1ccc(C(N)=O)c(F)c1, predict the reactants needed to synthesize it. The reactants are: CC(C)(C)c1ccc(C(=O)O)c(F)c1.N. (2) Given the product Nc1cc(-c2cncc(-c3cnn(C4CCOCC4)c3)c2)cc(-c2ccccn2)n1, predict the reactants needed to synthesize it. The reactants are: CC1(C)OB(c2cnn(C3CCOCC3)c2)OC1(C)C.Nc1cc(-c2cncc(Br)c2)cc(-c2ccccn2)n1.